Dataset: NCI-60 drug combinations with 297,098 pairs across 59 cell lines. Task: Regression. Given two drug SMILES strings and cell line genomic features, predict the synergy score measuring deviation from expected non-interaction effect. (1) Drug 1: C1CCC(C1)C(CC#N)N2C=C(C=N2)C3=C4C=CNC4=NC=N3. Drug 2: CC1=C(C(=CC=C1)Cl)NC(=O)C2=CN=C(S2)NC3=CC(=NC(=N3)C)N4CCN(CC4)CCO. Cell line: OVCAR3. Synergy scores: CSS=7.67, Synergy_ZIP=2.09, Synergy_Bliss=3.37, Synergy_Loewe=-14.0, Synergy_HSA=-0.388. (2) Drug 1: CC1CCC2CC(C(=CC=CC=CC(CC(C(=O)C(C(C(=CC(C(=O)CC(OC(=O)C3CCCCN3C(=O)C(=O)C1(O2)O)C(C)CC4CCC(C(C4)OC)O)C)C)O)OC)C)C)C)OC. Drug 2: C1CCC(C(C1)N)N.C(=O)(C(=O)[O-])[O-].[Pt+4]. Cell line: SNB-19. Synergy scores: CSS=20.2, Synergy_ZIP=-4.85, Synergy_Bliss=-1.33, Synergy_Loewe=-0.427, Synergy_HSA=1.68. (3) Drug 1: C1CC(=O)NC(=O)C1N2CC3=C(C2=O)C=CC=C3N. Drug 2: CCC1(C2=C(COC1=O)C(=O)N3CC4=CC5=C(C=CC(=C5CN(C)C)O)N=C4C3=C2)O.Cl. Cell line: SK-MEL-2. Synergy scores: CSS=7.89, Synergy_ZIP=-0.275, Synergy_Bliss=1.83, Synergy_Loewe=-7.61, Synergy_HSA=1.06. (4) Drug 1: CCC1=CC2CC(C3=C(CN(C2)C1)C4=CC=CC=C4N3)(C5=C(C=C6C(=C5)C78CCN9C7C(C=CC9)(C(C(C8N6C)(C(=O)OC)O)OC(=O)C)CC)OC)C(=O)OC. Drug 2: C1CC(CCC1OC2=C(C(=CC=C2)Cl)F)(CC3=NC(=CC=C3)NC4=NC=CS4)C(=O)O. Cell line: HT29. Synergy scores: CSS=55.2, Synergy_ZIP=5.77, Synergy_Bliss=5.37, Synergy_Loewe=-10.9, Synergy_HSA=5.48. (5) Drug 1: CC1=C(C=C(C=C1)NC2=NC=CC(=N2)N(C)C3=CC4=NN(C(=C4C=C3)C)C)S(=O)(=O)N.Cl. Cell line: EKVX. Drug 2: C1=CC=C(C(=C1)C(C2=CC=C(C=C2)Cl)C(Cl)Cl)Cl. Synergy scores: CSS=1.78, Synergy_ZIP=0.287, Synergy_Bliss=3.84, Synergy_Loewe=3.79, Synergy_HSA=2.86.